From a dataset of Reaction yield outcomes from USPTO patents with 853,638 reactions. Predict the reaction yield, written as a fraction of the theoretical maximum amount of product (1.0 means a 100% yield; for example, 0.34 means a 34% yield). (1) The reactants are [N+:1]([C:4]1[CH:20]=[CH:19][C:7]2[CH2:8][CH2:9][N:10]([C:13](=[O:18])[C:14]([F:17])([F:16])[F:15])[CH2:11][CH2:12][C:6]=2[CH:5]=1)([O-])=O.[H][H]. The catalyst is [Pd].C(O)C.O1CCOCC1. The product is [NH2:1][C:4]1[CH:20]=[CH:19][C:7]2[CH2:8][CH2:9][N:10]([C:13](=[O:18])[C:14]([F:17])([F:15])[F:16])[CH2:11][CH2:12][C:6]=2[CH:5]=1. The yield is 0.980. (2) The reactants are Cl[CH2:2][C:3]1[N:7]([CH:8]([CH3:10])[CH3:9])[C:6]2[CH:11]=[CH:12][CH:13]=[CH:14][C:5]=2[N:4]=1.[CH3:15][Si:16]([CH3:21])([CH3:20])[C:17]#[C:18][CH3:19]. No catalyst specified. The product is [CH:8]([N:7]1[C:6]2[CH:11]=[CH:12][CH:13]=[CH:14][C:5]=2[N:4]=[C:3]1[CH2:2][CH2:19][C:18]#[C:17][Si:16]([CH3:21])([CH3:20])[CH3:15])([CH3:10])[CH3:9]. The yield is 1.00. (3) The reactants are Cl.[F:2][C:3]([F:35])([F:34])[C:4]1[CH:5]=[C:6]([C@@H:14]([N:16]([CH3:33])[C:17]([C@H:19]2[CH2:24][CH2:23][NH:22][CH2:21][C@@H:20]2[C:25]2[CH:30]=[CH:29][C:28]([F:31])=[CH:27][C:26]=2[CH3:32])=[O:18])[CH3:15])[CH:7]=[C:8]([C:10]([F:13])([F:12])[F:11])[CH:9]=1.I[CH2:37][C:38]([NH2:40])=[O:39].CCN(CC)CC.O. The catalyst is CN(C=O)C. The product is [NH2:40][C:38](=[O:39])[CH2:37][N:22]1[CH2:23][CH2:24][C@H:19]([C:17]([N:16]([C@H:14]([C:6]2[CH:7]=[C:8]([C:10]([F:12])([F:13])[F:11])[CH:9]=[C:4]([C:3]([F:2])([F:34])[F:35])[CH:5]=2)[CH3:15])[CH3:33])=[O:18])[C@@H:20]([C:25]2[CH:30]=[CH:29][C:28]([F:31])=[CH:27][C:26]=2[CH3:32])[CH2:21]1. The yield is 0.970.